This data is from Reaction yield outcomes from USPTO patents with 853,638 reactions. The task is: Predict the reaction yield, written as a fraction of the theoretical maximum amount of product (1.0 means a 100% yield; for example, 0.34 means a 34% yield). (1) The reactants are [CH2:1]([C:3]1[CH:4]=[C:5]([C:10]2[CH:15]=[CH:14][C:13]([C:16](=O)[CH3:17])=[CH:12][CH:11]=2)[CH:6]=[CH:7][C:8]=1[OH:9])[CH3:2].[NH2:19][C:20]([NH2:22])=[S:21].II. The catalyst is CCO. The product is [CH2:1]([C:3]1[CH:4]=[C:5]([C:10]2[CH:15]=[CH:14][C:13]([C:16]3[N:19]=[C:20]([NH2:22])[S:21][CH:17]=3)=[CH:12][CH:11]=2)[CH:6]=[CH:7][C:8]=1[OH:9])[CH3:2]. The yield is 0.550. (2) The reactants are [I-].C[S+](C)(C)=O.[H-].[Na+].[H][H].[F:11][C:12]1[CH:17]=[C:16]([F:18])[CH:15]=[CH:14][C:13]=1[C:19](=[O:23])[C@@H:20]([OH:22])[CH3:21].[NH:24]1[CH:28]=[N:27][CH:26]=[N:25]1.[C:29](=O)([O-])[O-].[K+].[K+]. The catalyst is CS(C)=O.O1CCCC1.O. The product is [F:11][C:12]1[CH:17]=[C:16]([F:18])[CH:15]=[CH:14][C:13]=1[C@@:19]([OH:23])([C@@H:20]([OH:22])[CH3:21])[CH2:29][N:24]1[CH:28]=[N:27][CH:26]=[N:25]1. The yield is 0.485. (3) The yield is 0.440. The product is [CH3:22][O:21][C:19](=[O:20])[CH2:18][O:3][CH:4]1[CH2:5][CH2:6][N:7]([C:10]([O:12][C:13]([CH3:16])([CH3:15])[CH3:14])=[O:11])[CH2:8][CH2:9]1. The catalyst is C1COCC1. The reactants are [H-].[Na+].[OH:3][CH:4]1[CH2:9][CH2:8][N:7]([C:10]([O:12][C:13]([CH3:16])([CH3:15])[CH3:14])=[O:11])[CH2:6][CH2:5]1.Br[CH2:18][C:19]([O:21][CH3:22])=[O:20]. (4) The reactants are [CH2:1]([C:3]1[CH:4]=[C:5]2[C:9](=[CH:10][CH:11]=1)[N:8](S(C1C=CC=CC=1)(=O)=O)[CH2:7][CH2:6]2)[CH3:2].[OH-].[Na+]. The catalyst is Br. The product is [CH2:1]([C:3]1[CH:4]=[C:5]2[C:9](=[CH:10][CH:11]=1)[NH:8][CH2:7][CH2:6]2)[CH3:2]. The yield is 0.320. (5) The reactants are [CH:1]1([CH:5]=O)[CH2:4][CH2:3][CH2:2]1.[CH3:7][C:8]([S@@:11]([NH2:13])=[O:12])([CH3:10])[CH3:9].S([O-])([O-])(=O)=O.[Mg+2]. The catalyst is C(Cl)Cl.C1(C)C=CC(S([O-])(=O)=O)=CC=1.[NH+]1C=CC=CC=1. The product is [CH:1]1(/[CH:5]=[N:13]/[S@:11]([C:8]([CH3:10])([CH3:9])[CH3:7])=[O:12])[CH2:4][CH2:3][CH2:2]1. The yield is 0.900. (6) The reactants are [S:1]1[C:5]([CH:6]=O)=[CH:4][C:3]2[CH:8]=[CH:9][CH:10]=[CH:11][C:2]1=2.[N+:12]([CH3:15])([O-:14])=[O:13].[OH-].[Na+]. The catalyst is C(O)C. The product is [N+:12]([CH:15]=[CH:6][C:5]1[S:1][C:2]2[CH:11]=[CH:10][CH:9]=[CH:8][C:3]=2[CH:4]=1)([O-:14])=[O:13]. The yield is 0.840. (7) The reactants are [Cl:1][C:2]1[C:15]2[C:14](=[O:16])[C:13]3[C:8](=[CH:9][CH:10]=[CH:11][CH:12]=3)[S:7][C:6]=2[C:5]([O:17][CH2:18][CH2:19][CH2:20]I)=[CH:4][CH:3]=1.[NH:22]([CH2:26][CH2:27][OH:28])[CH2:23][CH2:24][OH:25]. The catalyst is C(#N)C. The product is [OH:25][CH2:24][CH2:23][N:22]([CH2:26][CH2:27][OH:28])[CH2:20][CH2:19][CH2:18][O:17][C:5]1[C:6]2[S:7][C:8]3[C:13](=[CH:12][CH:11]=[CH:10][CH:9]=3)[C:14](=[O:16])[C:15]=2[C:2]([Cl:1])=[CH:3][CH:4]=1. The yield is 0.560. (8) The reactants are [F:1][C:2]1[CH:7]=[CH:6][C:5]([OH:8])=[C:4]([C:9]2[C:10]([N+:20]([O-:22])=[O:21])=[N:11][N:12]([CH:14]3[CH2:19][CH2:18][CH2:17][CH2:16][O:15]3)[CH:13]=2)[CH:3]=1.[C:23](=[O:26])([O-])[O-:24].[K+].[K+].[Cl:29][C:30]1[C:31](F)=[CH:32][C:33]([F:52])=[C:34]([S:36](N(C2N=CSC=2)C(=O)OC(C)(C)C)(=[O:38])=[O:37])[CH:35]=1.[CH3:54][S:55]([CH3:57])=O. The catalyst is C(OCC)(=O)C. The product is [Cl:29][C:30]1[C:31]([O:8][C:5]2[CH:6]=[CH:7][C:2]([F:1])=[CH:3][C:4]=2[C:9]2[C:10]([N+:20]([O-:22])=[O:21])=[N:11][N:12]([CH:14]3[CH2:19][CH2:18][CH2:17][CH2:16][O:15]3)[CH:13]=2)=[CH:32][C:33]([F:52])=[C:34]([S:36]([C:54]2[S:55][CH:57]=[C:10]([NH:20][C:23]([O:24][C:4]([CH3:9])([CH3:5])[CH3:3])=[O:26])[N:11]=2)(=[O:37])=[O:38])[CH:35]=1. The yield is 0.760.